From a dataset of Reaction yield outcomes from USPTO patents with 853,638 reactions. Predict the reaction yield, written as a fraction of the theoretical maximum amount of product (1.0 means a 100% yield; for example, 0.34 means a 34% yield). (1) The reactants are [CH:1]12[C:9](=[C:10]([C:26]3[CH:31]=[CH:30][C:29]([OH:32])=[CH:28][CH:27]=3)[C:11]3[CH:16]=[CH:15][C:14](/[CH:17]=[CH:18]/[C:19]([O:21]C(C)(C)C)=[O:20])=[CH:13][CH:12]=3)[CH:5]([CH2:6][CH2:7][CH2:8]1)[CH2:4][CH2:3][CH2:2]2.C(O)(C(F)(F)F)=O. The catalyst is C(Cl)Cl.C1(C)C=CC=CC=1. The product is [CH:5]12[C:9](=[C:10]([C:26]3[CH:31]=[CH:30][C:29]([OH:32])=[CH:28][CH:27]=3)[C:11]3[CH:16]=[CH:15][C:14](/[CH:17]=[CH:18]/[C:19]([OH:21])=[O:20])=[CH:13][CH:12]=3)[CH:1]([CH2:8][CH2:7][CH2:6]1)[CH2:2][CH2:3][CH2:4]2. The yield is 0.740. (2) The reactants are I(O)(=O)(=O)=[O:2].[F:6][CH:7]([F:31])[C:8]1[CH:30]=[CH:29][C:11]([O:12][C:13]2[C:18]3[CH:19]=[C:20]([CH:22]=[O:23])[O:21][C:17]=3[CH:16]=[C:15]([C:24]([O:26][CH2:27][CH3:28])=[O:25])[CH:14]=2)=[CH:10][CH:9]=1. The catalyst is CC#N.C(OCC)(=O)C.C1C=CC(N=NC2C=CC(N)=NC=2N)=CC=1.Cl.[Cr](F)([O-])(=O)=O. The product is [F:31][CH:7]([F:6])[C:8]1[CH:30]=[CH:29][C:11]([O:12][C:13]2[C:18]3[CH:19]=[C:20]([C:22]([OH:2])=[O:23])[O:21][C:17]=3[CH:16]=[C:15]([C:24]([O:26][CH2:27][CH3:28])=[O:25])[CH:14]=2)=[CH:10][CH:9]=1. The yield is 0.960. (3) The reactants are [CH3:1][S:2]([C:5]1[CH:10]=[CH:9][C:8]([CH2:11][C:12]([OH:14])=O)=[CH:7][CH:6]=1)(=[O:4])=[O:3].[NH2:15][C:16]1[O:17][C:18]2[CH:24]=[CH:23][CH:22]=[CH:21][C:19]=2[N:20]=1.CCN=C=NCCCN(C)C.Cl. The catalyst is C(Cl)Cl.CN(C1C=CN=CC=1)C. The product is [O:17]1[C:18]2[CH:24]=[CH:23][CH:22]=[CH:21][C:19]=2[N:20]=[C:16]1[NH:15][C:12](=[O:14])[CH2:11][C:8]1[CH:7]=[CH:6][C:5]([S:2]([CH3:1])(=[O:3])=[O:4])=[CH:10][CH:9]=1. The yield is 0.530. (4) The reactants are F[C:2]1[CH:9]=[CH:8][C:7]([CH:10]=[O:11])=[CH:6][C:3]=1[C:4]#[N:5].C([O-])([O-])=O.[K+].[K+].[N+:18]([C:21]1[N:25]=[CH:24][NH:23][N:22]=1)([O-:20])=[O:19]. The catalyst is CN(C=O)C.O. The product is [CH:10]([C:7]1[CH:8]=[CH:9][C:2]([N:23]2[CH:24]=[N:25][C:21]([N+:18]([O-:20])=[O:19])=[N:22]2)=[C:3]([CH:6]=1)[C:4]#[N:5])=[O:11]. The yield is 0.450. (5) The reactants are [OH-].[Na+].[S:3]1[CH2:7][C:6](=[O:8])[NH:5][C:4]1=[O:9].[F:10][C:11]([F:25])([F:24])[C:12]1[CH:13]=[C:14]([CH:17]=[C:18]([C:20]([F:23])([F:22])[F:21])[CH:19]=1)[CH2:15]Br.C(O)C. The catalyst is O. The yield is 0.725. The product is [F:10][C:11]([F:24])([F:25])[C:12]1[CH:13]=[C:14]([CH:17]=[C:18]([C:20]([F:23])([F:21])[F:22])[CH:19]=1)[CH2:15][N:5]1[C:6](=[O:8])[CH2:7][S:3][C:4]1=[O:9]. (6) The reactants are C([O:3][C:4]([C:6]1([NH:15][C:16]([C:18]2[C:27]3[O:26][CH2:25][CH2:24][O:23][C:22]=3[CH:21]=[CH:20][CH:19]=2)=[O:17])[CH2:14][C:13]2[C:8](=[CH:9][CH:10]=[CH:11][CH:12]=2)[CH2:7]1)=[O:5])C.[OH-].[K+].O. The catalyst is CCO. The product is [O:23]1[C:22]2[CH:21]=[CH:20][CH:19]=[C:18]([C:16]([NH:15][C:6]3([C:4]([OH:5])=[O:3])[CH2:7][C:8]4[C:13](=[CH:12][CH:11]=[CH:10][CH:9]=4)[CH2:14]3)=[O:17])[C:27]=2[O:26][CH2:25][CH2:24]1. The yield is 0.960. (7) The reactants are [Cl:1][C:2]1[CH:12]=[CH:11][CH:10]=[C:9]([Si:13]([CH3:16])([CH3:15])[CH3:14])[C:3]=1[C:4]([NH:6][CH2:7][CH3:8])=[O:5].C[Si]([N-][Si](C)(C)C)(C)C.[Na+].Cl[CH2:28][S:29][CH3:30]. The catalyst is C1COCC1. The product is [Cl:1][C:2]1[CH:12]=[CH:11][CH:10]=[C:9]([Si:13]([CH3:15])([CH3:14])[CH3:16])[C:3]=1[C:4]([N:6]([CH2:7][CH3:8])[CH2:28][S:29][CH3:30])=[O:5]. The yield is 0.450.